From a dataset of Forward reaction prediction with 1.9M reactions from USPTO patents (1976-2016). Predict the product of the given reaction. (1) Given the reactants [Mg].Br[C:3]1[CH:8]=[CH:7][C:6]([CH3:9])=[CH:5][CH:4]=1.[CH2:10]([N:17]1[CH2:22][CH2:21][C:20](=[O:23])[CH2:19][CH2:18]1)[C:11]1[CH:16]=[CH:15][CH:14]=[CH:13][CH:12]=1, predict the reaction product. The product is: [CH2:10]([N:17]1[CH2:22][CH2:21][C:20]([C:3]2[CH:8]=[CH:7][C:6]([CH3:9])=[CH:5][CH:4]=2)([OH:23])[CH2:19][CH2:18]1)[C:11]1[CH:12]=[CH:13][CH:14]=[CH:15][CH:16]=1. (2) Given the reactants [O:1]=[C:2]1[CH2:10][C:9]2[C:4](=[CH:5][C:6]([C:11]([C:13]3[CH:14]=[C:15]([NH:19][C:20]([C:22]4[CH:26]=[C:25]([CH2:27][CH3:28])[N:24]([CH3:29])[N:23]=4)=[O:21])[CH:16]=[CH:17][CH:18]=3)=[O:12])=[CH:7][CH:8]=2)[NH:3]1.[CH:30](OCC)=[O:31].[O-]CC.[Na+].Cl, predict the reaction product. The product is: [OH:31][CH:30]=[C:10]1[C:9]2[C:4](=[CH:5][C:6]([C:11]([C:13]3[CH:14]=[C:15]([NH:19][C:20]([C:22]4[CH:26]=[C:25]([CH2:27][CH3:28])[N:24]([CH3:29])[N:23]=4)=[O:21])[CH:16]=[CH:17][CH:18]=3)=[O:12])=[CH:7][CH:8]=2)[NH:3][C:2]1=[O:1]. (3) Given the reactants [C:1]([N:4]1[CH2:9][CH2:8][C:7](=[O:10])[CH2:6][CH2:5]1)(=[O:3])[CH3:2].[CH2:11]([Mg]Br)[CH:12]=[CH2:13], predict the reaction product. The product is: [CH2:13]([C:7]1([OH:10])[CH2:8][CH2:9][N:4]([C:1](=[O:3])[CH3:2])[CH2:5][CH2:6]1)[CH:12]=[CH2:11]. (4) The product is: [CH3:1][O:2][C:3](=[O:13])[C:4]1[CH:9]=[CH:8][C:7]([CH2:10][O:32]/[N:31]=[CH:30]/[C:23]2[C:24]3[C:29](=[CH:28][CH:27]=[CH:26][CH:25]=3)[N:21]([CH2:14][C:15]3[CH:20]=[CH:19][CH:18]=[CH:17][CH:16]=3)[CH:22]=2)=[CH:6][C:5]=1[Br:12]. Given the reactants [CH3:1][O:2][C:3](=[O:13])[C:4]1[CH:9]=[CH:8][C:7]([CH2:10]Br)=[CH:6][C:5]=1[Br:12].[CH2:14]([N:21]1[C:29]2[C:24](=[CH:25][CH:26]=[CH:27][CH:28]=2)[C:23]([CH:30]=[N:31][OH:32])=[CH:22]1)[C:15]1[CH:20]=[CH:19][CH:18]=[CH:17][CH:16]=1.C(=O)([O-])[O-].[Cs+].[Cs+], predict the reaction product. (5) The product is: [CH3:1][S:2]([NH:6][C:7]1[CH:12]=[CH:11][C:10]([S:13][CH2:14][CH2:15][CH:16]2[CH2:17][CH2:18][N:19]([C:22]([O:24][C:25]([CH3:28])([CH3:27])[CH3:26])=[O:23])[CH2:20][CH2:21]2)=[CH:9][CH:8]=1)(=[O:4])=[O:3]. Given the reactants [CH3:1][S:2](Cl)(=[O:4])=[O:3].[NH2:6][C:7]1[CH:12]=[CH:11][C:10]([S:13][CH2:14][CH2:15][CH:16]2[CH2:21][CH2:20][N:19]([C:22]([O:24][C:25]([CH3:28])([CH3:27])[CH3:26])=[O:23])[CH2:18][CH2:17]2)=[CH:9][CH:8]=1, predict the reaction product. (6) Given the reactants [Cl:1][C:2]1[CH:11]=[CH:10][C:9]2[N:8]=[C:7]3[CH2:12][N:13]([CH2:16][CH3:17])[C:14](=[O:15])[C:6]3=[C:5](Cl)[C:4]=2[CH:3]=1.Cl.[Cl:20][C:21]1[CH:22]=[C:23]([CH:26]=[CH:27][C:28]=1[O:29][CH3:30])[CH2:24][NH2:25], predict the reaction product. The product is: [Cl:1][C:2]1[CH:11]=[CH:10][C:9]2[N:8]=[C:7]3[CH2:12][N:13]([CH2:16][CH3:17])[C:14](=[O:15])[C:6]3=[C:5]([NH:25][CH2:24][C:23]3[CH:26]=[CH:27][C:28]([O:29][CH3:30])=[C:21]([Cl:20])[CH:22]=3)[C:4]=2[CH:3]=1.